Dataset: HIV replication inhibition screening data with 41,000+ compounds from the AIDS Antiviral Screen. Task: Binary Classification. Given a drug SMILES string, predict its activity (active/inactive) in a high-throughput screening assay against a specified biological target. (1) The drug is CCOP(C)(=O)OC(C(F)(F)F)C(F)(F)F. The result is 0 (inactive). (2) The molecule is N=C1NN(c2ccccc2)C(=O)C1C(=O)CCC(=O)Nc1cccc(Cl)c1. The result is 0 (inactive). (3) The compound is CCOC(=O)c1cc(C)nc2c1c(=O)n(-c1ccccc1)c(=O)n2CCCCN1CCN(c2ncccn2)CC1. The result is 0 (inactive). (4) The molecule is N#CC(C(=NNC(N)=S)C(=O)NC1C2CC3CC(C2)CC1C3)c1ccc(Cl)cc1. The result is 0 (inactive). (5) The drug is NC(CC=CP(=O)(O)O)C(=O)O. The result is 0 (inactive).